From a dataset of Forward reaction prediction with 1.9M reactions from USPTO patents (1976-2016). Predict the product of the given reaction. (1) Given the reactants [NH2:1][CH2:2][CH2:3][CH2:4][CH2:5][C@H:6]([NH:14][C:15](=[O:34])[NH:16][C@@H:17]([CH2:25][CH2:26][C:27]([O:29][C:30]([CH3:33])([CH3:32])[CH3:31])=[O:28])[C:18]([O:20][C:21]([CH3:24])([CH3:23])[CH3:22])=[O:19])[C:7]([O:9][C:10]([CH3:13])([CH3:12])[CH3:11])=[O:8].[CH:35]1[C:47]2[CH:46]([CH2:48][O:49][C:50]([NH:52][C@@H:53]([CH2:57][CH2:58][CH2:59][CH2:60][NH:61][C:62](=[O:100])[CH2:63][N:64]3[CH2:75][CH2:74][N:73]([CH2:76][C:77](=[O:83])[O:78][C:79]([CH3:82])([CH3:81])[CH3:80])[CH2:72][CH2:71][N:70]([CH2:84][C:85](=[O:91])[O:86][C:87]([CH3:90])([CH3:89])[CH3:88])[CH2:69][CH2:68][N:67]([CH2:92][C:93]([O:95][C:96]([CH3:99])([CH3:98])[CH3:97])=[O:94])[CH2:66][CH2:65]3)[C:54](O)=[O:55])=[O:51])[C:45]3[C:40](=[CH:41][CH:42]=[CH:43][CH:44]=3)[C:39]=2[CH:38]=[CH:37][CH:36]=1.CCN=C=NCCCN(C)C.C1C=CC2N(O)N=NC=2C=1.CCN(C(C)C)C(C)C, predict the reaction product. The product is: [CH:35]1[C:47]2[CH:46]([CH2:48][O:49][C:50](=[O:51])[NH:52][C@@H:53]([CH2:57][CH2:58][CH2:59][CH2:60][NH:61][C:62](=[O:100])[CH2:63][N:64]3[CH2:65][CH2:66][N:67]([CH2:92][C:93](=[O:94])[O:95][C:96]([CH3:97])([CH3:98])[CH3:99])[CH2:68][CH2:69][N:70]([CH2:84][C:85](=[O:91])[O:86][C:87]([CH3:88])([CH3:89])[CH3:90])[CH2:71][CH2:72][N:73]([CH2:76][C:77]([O:78][C:79]([CH3:82])([CH3:81])[CH3:80])=[O:83])[CH2:74][CH2:75]3)[C:54](=[O:55])[NH:1][CH2:2][CH2:3][CH2:4][CH2:5][C@@H:6]([C:7]([O:9][C:10]([CH3:13])([CH3:12])[CH3:11])=[O:8])[NH:14][C:15](=[O:34])[NH:16][C@H:17]([C:18]([O:20][C:21]([CH3:22])([CH3:23])[CH3:24])=[O:19])[CH2:25][CH2:26][C:27]([O:29][C:30]([CH3:33])([CH3:32])[CH3:31])=[O:28])[C:45]3[C:40](=[CH:41][CH:42]=[CH:43][CH:44]=3)[C:39]=2[CH:38]=[CH:37][CH:36]=1. (2) The product is: [C:11]([C:9]1[CH:10]=[C:5]([NH:4][S:55]([CH2:52][CH2:53][CH3:54])(=[O:57])=[O:56])[C:6]([O:43][CH3:44])=[C:7]([NH:15][C:16]([C:18]2[N:19]([CH3:42])[C:20]3[C:25]([CH:26]=2)=[CH:24][CH:23]=[CH:22][C:21]=3[CH2:27][N:28]2[CH2:29][CH2:30][N:31]([C:34]([C@@H:36]3[CH2:40][CH2:39][CH2:38][N:37]3[CH3:41])=[O:35])[CH2:32][CH2:33]2)=[O:17])[CH:8]=1)([CH3:12])([CH3:13])[CH3:14]. Given the reactants Cl.Cl.Cl.[NH2:4][C:5]1[C:6]([O:43][CH3:44])=[C:7]([NH:15][C:16]([C:18]2[N:19]([CH3:42])[C:20]3[C:25]([CH:26]=2)=[CH:24][CH:23]=[CH:22][C:21]=3[CH2:27][N:28]2[CH2:33][CH2:32][N:31]([C:34]([CH:36]3[CH2:40][CH2:39][CH2:38][N:37]3[CH3:41])=[O:35])[CH2:30][CH2:29]2)=[O:17])[CH:8]=[C:9]([C:11]([CH3:14])([CH3:13])[CH3:12])[CH:10]=1.C(N(CC)CC)C.[CH2:52]([S:55](Cl)(=[O:57])=[O:56])[CH2:53][CH3:54].N1C=CC=CC=1, predict the reaction product. (3) Given the reactants COC(=O)[CH2:4][C@H:5]1[C:9]2[CH:10]=[CH:11][C:12]([O:14][C@H:15]3[C:23]4[C:18](=[C:19]([O:25][C:26]5[CH:31]=[CH:30][C:29](I)=[CH:28][N:27]=5)[CH:20]=[CH:21][C:22]=4[F:24])[CH2:17][CH2:16]3)=[CH:13][C:8]=2[O:7][CH2:6]1.[C:34]([O-:37])([O-])=[O:35].[Cs+].[Cs+].CC1C(C)=CC2C(=C3C(=CC=2)C(C)=C(C)C=N3)N=1.[OH-:58].[Na+].[CH3:60]O, predict the reaction product. The product is: [F:24][C:22]1[CH:21]=[CH:20][C:19]([O:25][C:26]2[CH:31]=[CH:30][C:29]([O:58][CH3:60])=[CH:28][N:27]=2)=[C:18]2[C:23]=1[C@H:15]([O:14][C:12]1[CH:11]=[CH:10][C:9]3[C@H:5]([CH2:4][C:34]([OH:37])=[O:35])[CH2:6][O:7][C:8]=3[CH:13]=1)[CH2:16][CH2:17]2. (4) The product is: [CH3:20][O:19][C:17]1[C:16]([O:21][CH3:22])=[CH:15][C:14]2[C:8]([C:5]3[CH:4]=[CH:3][C:2]([N:30]4[CH2:31][CH2:32][O:28][C:29]4=[O:33])=[CH:7][CH:6]=3)=[N:9][N:10]([C:24]([NH:26][CH3:27])=[O:25])[CH:11]([CH3:23])[CH2:12][C:13]=2[CH:18]=1. Given the reactants Br[C:2]1[CH:7]=[CH:6][C:5]([C:8]2[C:14]3[CH:15]=[C:16]([O:21][CH3:22])[C:17]([O:19][CH3:20])=[CH:18][C:13]=3[CH2:12][CH:11]([CH3:23])[N:10]([C:24]([NH:26][CH3:27])=[O:25])[N:9]=2)=[CH:4][CH:3]=1.[O:28]1[CH2:32][CH2:31][NH:30][C:29]1=[O:33].P([O-])([O-])([O-])=O.[K+].[K+].[K+].CN(C)CCN, predict the reaction product. (5) Given the reactants Br[C:2]1[C:7]([F:8])=[CH:6][CH:5]=[CH:4][C:3]=1[F:9].[NH:10]1[C:18]2[C:13](=[CH:14][C:15](B3OC(C)(C)C(C)(C)O3)=[CH:16][CH:17]=2)[CH:12]=[CH:11]1.C([O-])([O-])=O.[Na+].[Na+], predict the reaction product. The product is: [F:9][C:3]1[CH:4]=[CH:5][CH:6]=[C:7]([F:8])[C:2]=1[C:15]1[CH:14]=[C:13]2[C:18](=[CH:17][CH:16]=1)[NH:10][CH:11]=[CH:12]2.